This data is from Forward reaction prediction with 1.9M reactions from USPTO patents (1976-2016). The task is: Predict the product of the given reaction. Given the reactants C([O-])([O-])=O.[K+].[K+].C([O:10][C:11]1[C:20]([CH3:21])=[CH:19][C:18]([CH2:22][CH2:23][CH2:24][O:25][P:26]([O:36][CH2:37][C:38]2[CH:43]=[CH:42][CH:41]=[CH:40][CH:39]=2)([O:28][CH2:29][C:30]2[CH:35]=[CH:34][CH:33]=[CH:32][CH:31]=2)=[O:27])=[CH:17][C:12]=1[C:13]([O:15][CH3:16])=[O:14])(=O)C, predict the reaction product. The product is: [CH2:37]([O:36][P:26]([O:25][CH2:24][CH2:23][CH2:22][C:18]1[CH:19]=[C:20]([CH3:21])[C:11]([OH:10])=[C:12]([CH:17]=1)[C:13]([O:15][CH3:16])=[O:14])([O:28][CH2:29][C:30]1[CH:35]=[CH:34][CH:33]=[CH:32][CH:31]=1)=[O:27])[C:38]1[CH:39]=[CH:40][CH:41]=[CH:42][CH:43]=1.